Dataset: Full USPTO retrosynthesis dataset with 1.9M reactions from patents (1976-2016). Task: Predict the reactants needed to synthesize the given product. Given the product [N:49]1[CH:50]=[CH:51][CH:52]=[C:47]([CH2:46][CH:39]2[C:38](=[O:7])[CH:43]3[CH2:44][CH2:45][N:40]2[CH2:41][CH2:42]3)[CH:48]=1, predict the reactants needed to synthesize it. The reactants are: C1([O:7]P(Cl)(OC2C=CC=CC=2)=O)C=CC=CC=1.O1C2C=CC=CC=2C=C1C(O)=O.C(N(CC)CC)C.N[C@@H:38]1[CH:43]2[CH2:44][CH2:45][N:40]([CH2:41][CH2:42]2)[C@H:39]1[CH2:46][C:47]1[CH:48]=[N:49][CH:50]=[CH:51][CH:52]=1.C1(C)C=CC(C([C@](C(O)=O)(O)[C@](C(C2C=CC(C)=CC=2)=O)(O)C(O)=O)=O)=CC=1.[OH-].[Na+].